This data is from Forward reaction prediction with 1.9M reactions from USPTO patents (1976-2016). The task is: Predict the product of the given reaction. (1) Given the reactants [C:1]1([C:7]2[S:8][CH:9]=[CH:10][C:11]=2[C:12]2[CH:17]=[CH:16][CH:15]=[CH:14][C:13]=2[CH3:18])[CH:6]=[CH:5][CH:4]=[CH:3][CH:2]=1.[C:19](O)(=[O:23])[C:20]([CH3:22])=[CH2:21].CS(O)(=O)=O.O=P12OP3(OP(OP(O3)(O1)=O)(=O)O2)=O, predict the reaction product. The product is: [CH3:21][CH:20]1[C:19](=[O:23])[C:9]2[S:8][C:7]([C:1]3[CH:6]=[CH:5][CH:4]=[CH:3][CH:2]=3)=[C:11]([C:12]3[CH:17]=[CH:16][CH:15]=[CH:14][C:13]=3[CH3:18])[C:10]=2[CH2:22]1. (2) Given the reactants C([O:8][C:9]1[CH:14]=[CH:13][C:12]([C@@H:15]([O:53][Si:54]([C:57]([CH3:60])([CH3:59])[CH3:58])([CH3:56])[CH3:55])[CH2:16][NH:17][CH2:18][CH2:19][C:20]2[CH:25]=[CH:24][C:23]([O:26][CH2:27][CH2:28][CH2:29][C:30]3[CH:35]=[CH:34][C:33]([OH:36])=[C:32]([C@@H:37]([C:47]4[CH:52]=[CH:51][CH:50]=[CH:49][CH:48]=4)[CH2:38][CH2:39][N:40]([CH:44]([CH3:46])[CH3:45])[CH:41]([CH3:43])[CH3:42])[CH:31]=3)=[CH:22][CH:21]=2)=[CH:11][C:10]=1[NH:61][S:62]([CH3:65])(=[O:64])=[O:63])C1C=CC=CC=1.C([O-])=O.[NH4+], predict the reaction product. The product is: [Si:54]([O:53][C@H:15]([C:12]1[CH:13]=[CH:14][C:9]([OH:8])=[C:10]([NH:61][S:62]([CH3:65])(=[O:63])=[O:64])[CH:11]=1)[CH2:16][NH:17][CH2:18][CH2:19][C:20]1[CH:21]=[CH:22][C:23]([O:26][CH2:27][CH2:28][CH2:29][C:30]2[CH:35]=[CH:34][C:33]([OH:36])=[C:32]([C@@H:37]([C:47]3[CH:48]=[CH:49][CH:50]=[CH:51][CH:52]=3)[CH2:38][CH2:39][N:40]([CH:41]([CH3:43])[CH3:42])[CH:44]([CH3:46])[CH3:45])[CH:31]=2)=[CH:24][CH:25]=1)([C:57]([CH3:60])([CH3:58])[CH3:59])([CH3:56])[CH3:55]. (3) Given the reactants [Cl:1][C:2]1[CH:15]=[CH:14][C:13]([N+:16]([O-])=O)=[CH:12][C:3]=1[C:4]([C:6]1[CH:11]=[CH:10][CH:9]=[CH:8][CH:7]=1)=[O:5].[Sn](Cl)Cl.C(O)C.C([O-])(O)=O.[Na+], predict the reaction product. The product is: [NH2:16][C:13]1[CH:14]=[CH:15][C:2]([Cl:1])=[C:3]([CH:12]=1)[C:4]([C:6]1[CH:11]=[CH:10][CH:9]=[CH:8][CH:7]=1)=[O:5]. (4) Given the reactants [CH2:1]([O:8][C:9]([N:11]1[CH2:16][CH2:15][CH:14]([C:17](=O)[CH2:18][C:19]([C:21]2[CH:26]=[CH:25][C:24]([CH3:27])=[CH:23][CH:22]=2)=O)[CH2:13][CH2:12]1)=[O:10])[C:2]1[CH:7]=[CH:6][CH:5]=[CH:4][CH:3]=1.[C:29]1([CH3:37])[CH:34]=[CH:33][C:32]([NH:35][NH2:36])=[CH:31][CH:30]=1.C(N(CC)CC)C, predict the reaction product. The product is: [CH2:1]([O:8][C:9]([N:11]1[CH2:16][CH2:15][CH:14]([C:17]2[CH:18]=[C:19]([C:21]3[CH:26]=[CH:25][C:24]([CH3:27])=[CH:23][CH:22]=3)[N:35]([C:32]3[CH:33]=[CH:34][C:29]([CH3:37])=[CH:30][CH:31]=3)[N:36]=2)[CH2:13][CH2:12]1)=[O:10])[C:2]1[CH:7]=[CH:6][CH:5]=[CH:4][CH:3]=1. (5) Given the reactants CO[C:3](=[O:13])[C:4]1[CH:9]=[C:8]([F:10])[CH:7]=[CH:6][C:5]=1[CH2:11]Br.[ClH:14].[CH3:15][O:16][C:17]1[CH:22]=[CH:21][C:20]([NH2:23])=[CH:19][C:18]=1[O:24][CH2:25][CH2:26][N:27]1[CH2:32][CH2:31][CH2:30][CH2:29][CH2:28]1, predict the reaction product. The product is: [ClH:14].[F:10][C:8]1[CH:9]=[C:4]2[C:5]([CH2:11][N:23]([C:20]3[CH:21]=[CH:22][C:17]([O:16][CH3:15])=[C:18]([O:24][CH2:25][CH2:26][N:27]4[CH2:28][CH2:29][CH2:30][CH2:31][CH2:32]4)[CH:19]=3)[C:3]2=[O:13])=[CH:6][CH:7]=1.